This data is from Full USPTO retrosynthesis dataset with 1.9M reactions from patents (1976-2016). The task is: Predict the reactants needed to synthesize the given product. (1) Given the product [C:16]([NH:6][C@@H:5]([CH3:7])[C:4]([O:3][CH3:2])=[O:8])(=[O:19])[CH2:17][CH3:18], predict the reactants needed to synthesize it. The reactants are: Cl.[CH3:2][O:3][C:4](=[O:8])[C@H:5]([CH3:7])[NH2:6].C(N(CC)CC)C.[C:16](Cl)(=[O:19])[CH2:17][CH3:18]. (2) Given the product [O:1]1[C:5]2[CH:6]=[CH:7][C:8]([C:10]3([C:13]([NH:31][C:26]4[CH:27]=[CH:28][CH:29]=[CH:30][N:25]=4)=[O:15])[CH2:11][CH2:12]3)=[CH:9][C:4]=2[O:3][CH2:2]1, predict the reactants needed to synthesize it. The reactants are: [O:1]1[C:5]2[CH:6]=[CH:7][C:8]([C:10]3([C:13]([OH:15])=O)[CH2:12][CH2:11]3)=[CH:9][C:4]=2[O:3][CH2:2]1.S(Cl)(Cl)=O.CN(C)C=O.[N:25]1[CH:30]=[CH:29][CH:28]=[CH:27][C:26]=1[NH2:31]. (3) Given the product [C:25]([Si:22]([CH3:24])([CH3:23])[O:1][CH2:2][CH2:3][CH2:4][O:5][N:6]1[C:14](=[O:15])[C:13]2[C:8](=[CH:9][CH:10]=[CH:11][CH:12]=2)[C:7]1=[O:16])([CH3:28])([CH3:27])[CH3:26], predict the reactants needed to synthesize it. The reactants are: [OH:1][CH2:2][CH2:3][CH2:4][O:5][N:6]1[C:14](=[O:15])[C:13]2[C:8](=[CH:9][CH:10]=[CH:11][CH:12]=2)[C:7]1=[O:16].N1C=CN=C1.[Si:22](Cl)([C:25]([CH3:28])([CH3:27])[CH3:26])([CH3:24])[CH3:23].Cl. (4) Given the product [CH3:31][O:29][C:26](=[O:28])[C:2]1[CH:7]=[CH:6][C:5]([C:8]2[CH2:9][C:10]([C:17]3[CH:18]=[C:19]([Cl:24])[CH:20]=[C:21]([Cl:23])[CH:22]=3)([C:13]([F:16])([F:14])[F:15])[CH2:11][N:12]=2)=[CH:4][C:3]=1[Cl:25], predict the reactants needed to synthesize it. The reactants are: Br[C:2]1[CH:7]=[CH:6][C:5]([C:8]2[CH2:9][C:10]([C:17]3[CH:22]=[C:21]([Cl:23])[CH:20]=[C:19]([Cl:24])[CH:18]=3)([C:13]([F:16])([F:15])[F:14])[CH2:11][N:12]=2)=[CH:4][C:3]=1[Cl:25].[C:26]([O-:29])(=[O:28])C.[Na+].[CH3:31]O. (5) Given the product [Br:23][CH2:2][C:3]1[C:16]([N+:17]([O-:19])=[O:18])=[CH:15][C:6]([O:7][CH2:8][CH2:9][CH2:10][C:11]([O:13][CH3:14])=[O:12])=[C:5]([O:20][CH3:21])[CH:4]=1, predict the reactants needed to synthesize it. The reactants are: O[CH2:2][C:3]1[C:16]([N+:17]([O-:19])=[O:18])=[CH:15][C:6]([O:7][CH2:8][CH2:9][CH2:10][C:11]([O:13][CH3:14])=[O:12])=[C:5]([O:20][CH3:21])[CH:4]=1.P(Br)(Br)[Br:23]. (6) Given the product [F:27][C:26]1[CH:25]=[CH:24][C:11]([CH2:12][C:13]2[C:22]3[C:17](=[CH:18][CH:19]=[CH:20][CH:21]=3)[C:16](=[O:23])[NH:15][N:14]=2)=[CH:10][C:9]=1[C:7]([N:4]1[CH2:5][CH2:6][C@H:2]([NH:1][C:31]([CH:28]2[CH2:30][CH2:29]2)=[O:32])[CH2:3]1)=[O:8], predict the reactants needed to synthesize it. The reactants are: [NH2:1][C@H:2]1[CH2:6][CH2:5][N:4]([C:7]([C:9]2[CH:10]=[C:11]([CH:24]=[CH:25][C:26]=2[F:27])[CH2:12][C:13]2[C:22]3[C:17](=[CH:18][CH:19]=[CH:20][CH:21]=3)[C:16](=[O:23])[NH:15][N:14]=2)=[O:8])[CH2:3]1.[CH:28]1([C:31](O)=[O:32])[CH2:30][CH2:29]1.Cl.C(N=C=NCCCN(C)C)C.